This data is from Forward reaction prediction with 1.9M reactions from USPTO patents (1976-2016). The task is: Predict the product of the given reaction. (1) Given the reactants [C:1]1([N:7]2[C:11]3[CH:12]=[CH:13][C:14]([NH:16][S:17]([C:20]4[CH:25]=[CH:24][C:23]([F:26])=[CH:22][CH:21]=4)(=[O:19])=[O:18])=[CH:15][C:10]=3[N:9]=[C:8]2[C:27]2[CH:32]=[CH:31][CH:30]=[CH:29][CH:28]=2)[CH:6]=[CH:5][CH:4]=[CH:3][CH:2]=1.[H-].[Na+].[CH3:35][O:36][C:37](=[O:44])[CH2:38][CH2:39][CH2:40][CH2:41][CH2:42]Br.O, predict the reaction product. The product is: [CH3:35][O:36][C:37](=[O:44])[CH2:38][CH2:39][CH2:40][CH2:41][CH2:42][N:16]([S:17]([C:20]1[CH:25]=[CH:24][C:23]([F:26])=[CH:22][CH:21]=1)(=[O:19])=[O:18])[C:14]1[CH:13]=[CH:12][C:11]2[N:7]([C:1]3[CH:6]=[CH:5][CH:4]=[CH:3][CH:2]=3)[C:8]([C:27]3[CH:28]=[CH:29][CH:30]=[CH:31][CH:32]=3)=[N:9][C:10]=2[CH:15]=1. (2) The product is: [OH:23][NH:22][C:3](=[O:2])[CH2:4][CH:5]1[CH2:14][C:13]2[C:8](=[CH:9][CH:10]=[CH:11][CH:12]=2)[N:7]([CH2:15][CH2:16][CH:17]([CH3:19])[CH3:18])[C:6]1=[O:20]. Given the reactants C[O:2][C:3](=O)[CH2:4][CH:5]1[CH2:14][C:13]2[C:8](=[CH:9][CH:10]=[CH:11][CH:12]=2)[N:7]([CH2:15][CH2:16][CH:17]([CH3:19])[CH3:18])[C:6]1=[O:20].[NH2:22][OH:23].[OH-].[Na+], predict the reaction product. (3) Given the reactants [C:1]([O:5][C:6]([C:8]1[CH:13]=[CH:12][C:11]([CH:14](C(OC)=O)[C:15]([O:17]C)=[O:16])=[CH:10][CH:9]=1)=[O:7])([CH3:4])([CH3:3])[CH3:2].CO.[OH-].[Na+], predict the reaction product. The product is: [C:1]([O:5][C:6]([C:8]1[CH:9]=[CH:10][C:11]([CH2:14][C:15]([OH:17])=[O:16])=[CH:12][CH:13]=1)=[O:7])([CH3:4])([CH3:2])[CH3:3]. (4) Given the reactants C([N:4](C(C)C)CC)(C)C.C1(P(N=[N+]=[N-])(C2C=CC=CC=2)=O)C=CC=CC=1.[C:27]([N:30]1[CH2:34][CH2:33][CH2:32][CH:31]1[C:35]1[CH:36]=[C:37]([CH:41]=[CH:42][C:43]=1[O:44][CH2:45][C:46]1[CH:51]=[CH:50][CH:49]=[CH:48][CH:47]=1)C(O)=O)(=[O:29])[CH3:28].[C:52](=[O:55])(O)[O-:53].[Na+].[C:57]1([CH3:63])[CH:62]=CC=C[CH:58]=1, predict the reaction product. The product is: [C:27]([N:30]1[CH2:34][CH2:33][CH2:32][CH:31]1[C:35]1[CH:36]=[C:37]([NH:4][C:52](=[O:55])[O:53][C:57]([CH3:63])([CH3:62])[CH3:58])[CH:41]=[CH:42][C:43]=1[O:44][CH2:45][C:46]1[CH:47]=[CH:48][CH:49]=[CH:50][CH:51]=1)(=[O:29])[CH3:28]. (5) The product is: [CH2:11]([Sn:15]([CH2:20][CH2:21][CH2:22][CH3:23])([CH2:16][CH2:17][CH2:18][CH3:19])[C:27]#[C:26][O:25][CH3:29])[CH2:12][CH2:13][CH3:14]. Given the reactants C(NCC)C.C([Li])CCC.[CH2:11]([Sn:15](Cl)([CH2:20][CH2:21][CH2:22][CH3:23])[CH2:16][CH2:17][CH2:18][CH3:19])[CH2:12][CH2:13][CH3:14].[O:25]1[CH2:29]C[CH2:27][CH2:26]1, predict the reaction product. (6) Given the reactants Br[C:2]1[CH:7]=[CH:6][C:5](/[C:8](/[CH3:15])=[CH:9]/[C:10]([O:12][CH2:13][CH3:14])=[O:11])=[CH:4][CH:3]=1.[CH3:16][O:17][C:18]1[CH:23]=[CH:22][C:21]([O:24][CH3:25])=[CH:20][C:19]=1B(O)O, predict the reaction product. The product is: [CH3:16][O:17][C:18]1[CH:23]=[CH:22][C:21]([O:24][CH3:25])=[CH:20][C:19]=1[C:2]1[CH:7]=[CH:6][C:5](/[C:8](/[CH3:15])=[CH:9]/[C:10]([O:12][CH2:13][CH3:14])=[O:11])=[CH:4][CH:3]=1. (7) Given the reactants C(OC([N:11]([CH2:28][C:29]([N:31]1[CH2:35][C@@H:34]([F:36])[CH2:33][C@H:32]1[C:37]#[N:38])=[O:30])[C:12]12[CH2:19][CH2:18][C:15]([C:20]([N:22]3[CH2:27][CH2:26][CH2:25][CH2:24][CH2:23]3)=[O:21])([CH2:16][CH2:17]1)[CH2:14][CH2:13]2)=O)C1C=CC=CC=1.C([O-])=O.[NH4+], predict the reaction product. The product is: [N:22]1([C:20]([C:15]23[CH2:14][CH2:13][C:12]([NH:11][CH2:28][C:29]([N:31]4[CH2:35][C@@H:34]([F:36])[CH2:33][C@H:32]4[C:37]#[N:38])=[O:30])([CH2:19][CH2:18]2)[CH2:17][CH2:16]3)=[O:21])[CH2:27][CH2:26][CH2:25][CH2:24][CH2:23]1.